From a dataset of Catalyst prediction with 721,799 reactions and 888 catalyst types from USPTO. Predict which catalyst facilitates the given reaction. (1) Reactant: [S:1]1[C:5]2[CH:6]=[CH:7][CH:8]=[CH:9][C:4]=2[N:3]=[C:2]1[NH:10][C:11]([C:13]1[CH:14]=[CH:15][CH:16]=[C:17]2[C:22]=1[CH2:21][N:20]([C:23]1[S:24][CH:25]=[C:26]([C:28]([O:30]C)=[O:29])[N:27]=1)[CH2:19][CH2:18]2)=[O:12].[OH-].[Na+].Cl. Product: [S:1]1[C:5]2[CH:6]=[CH:7][CH:8]=[CH:9][C:4]=2[N:3]=[C:2]1[NH:10][C:11]([C:13]1[CH:14]=[CH:15][CH:16]=[C:17]2[C:22]=1[CH2:21][N:20]([C:23]1[S:24][CH:25]=[C:26]([C:28]([OH:30])=[O:29])[N:27]=1)[CH2:19][CH2:18]2)=[O:12]. The catalyst class is: 36. (2) Reactant: C([O:8][C:9]1[C:21]([F:22])=[CH:20][C:12]([C:13]([O:15][C:16]([CH3:19])([CH3:18])[CH3:17])=[O:14])=[C:11]([F:23])[CH:10]=1)C1C=CC=CC=1. Product: [F:23][C:11]1[CH:10]=[C:9]([OH:8])[C:21]([F:22])=[CH:20][C:12]=1[C:13]([O:15][C:16]([CH3:19])([CH3:18])[CH3:17])=[O:14]. The catalyst class is: 354. (3) Reactant: [Cl:1][C:2]1[CH:10]=[C:9]2[C:5]([C:6]([S:12][C:13]3[CH:14]=[C:15]([CH2:19][C:20]([OH:22])=[O:21])[CH:16]=[CH:17][CH:18]=3)=[C:7]([CH3:11])[NH:8]2)=[CH:4][CH:3]=1.I[CH3:24]. Product: [Cl:1][C:2]1[CH:10]=[C:9]2[C:5]([C:6]([S:12][C:13]3[CH:14]=[C:15]([CH2:19][C:20]([OH:22])=[O:21])[CH:16]=[CH:17][CH:18]=3)=[C:7]([CH3:11])[N:8]2[CH3:24])=[CH:4][CH:3]=1. The catalyst class is: 3. (4) Reactant: [CH3:1][O:2][C:3](=[O:19])[C:4]1[CH:9]=[C:8]([O:10][C:11]2[CH:16]=[CH:15][C:14]([NH2:17])=[CH:13][CH:12]=2)[CH:7]=[CH:6][C:5]=1[NH2:18].[CH:20](=O)[CH2:21][CH2:22][CH2:23][CH2:24][CH3:25].C(O[BH-](OC(=O)C)OC(=O)C)(=O)C.[Na+]. Product: [CH3:1][O:2][C:3](=[O:19])[C:4]1[CH:9]=[C:8]([O:10][C:11]2[CH:16]=[CH:15][C:14]([NH:17][CH2:20][CH2:21][CH2:22][CH2:23][CH2:24][CH3:25])=[CH:13][CH:12]=2)[CH:7]=[CH:6][C:5]=1[NH2:18]. The catalyst class is: 46. (5) Reactant: [Li+].C[Si]([N-][Si](C)(C)C)(C)C.[C:11](#[N:13])[CH3:12].[O:14]1[CH2:19][CH2:18][CH:17]([C:20](OC)=[O:21])[CH2:16][CH2:15]1. Product: [O:21]=[C:20]([CH:17]1[CH2:18][CH2:19][O:14][CH2:15][CH2:16]1)[CH2:12][C:11]#[N:13]. The catalyst class is: 1. (6) Reactant: [NH2:1][CH2:2][CH2:3][OH:4].[F:5][C:6]([F:11])([F:10])[C:7](=O)[CH3:8]. Product: [CH3:8][C:7]1([C:6]([F:11])([F:10])[F:5])[NH:1][CH2:2][CH2:3][O:4]1. The catalyst class is: 4.